This data is from Forward reaction prediction with 1.9M reactions from USPTO patents (1976-2016). The task is: Predict the product of the given reaction. (1) Given the reactants [NH2:1][C:2]([NH:4][C:5]1[CH:9]=[C:8]([C:10]2[CH:15]=[CH:14][C:13]([Cl:16])=[CH:12][CH:11]=2)[S:7][C:6]=1[C:17]([NH:19][C@H:20]1[CH2:25][CH2:24][CH2:23][N:22](C(OC(C)(C)C)=O)[CH2:21]1)=[O:18])=[O:3], predict the reaction product. The product is: [NH:22]1[CH2:23][CH2:24][CH2:25][C@H:20]([NH:19][C:17]([C:6]2[S:7][C:8]([C:10]3[CH:11]=[CH:12][C:13]([Cl:16])=[CH:14][CH:15]=3)=[CH:9][C:5]=2[NH:4][C:2]([NH2:1])=[O:3])=[O:18])[CH2:21]1. (2) Given the reactants [NH:1]1[CH:5]=[CH:4][N:3]=[CH:2]1.[OH-].[K+].[I-].[K+].Cl[CH2:11][CH:12]([OH:15])[CH2:13][OH:14], predict the reaction product. The product is: [OH:15][CH:12]([CH2:13][OH:14])[CH2:11][N:1]1[CH:5]=[CH:4][N:3]=[CH:2]1.